Dataset: Full USPTO retrosynthesis dataset with 1.9M reactions from patents (1976-2016). Task: Predict the reactants needed to synthesize the given product. (1) Given the product [CH:6]([C@H:9]1[CH2:10][CH2:11][C@H:12]([NH:15][C:16]2[C:25]3[C:20](=[CH:21][CH:22]=[CH:23][CH:24]=3)[C:19]([CH2:26][C:27]3[CH:28]=[N:29][C:30]([OH:33])=[CH:31][CH:32]=3)=[CH:18][N:17]=2)[CH2:13][CH2:14]1)([CH3:8])[CH3:7], predict the reactants needed to synthesize it. The reactants are: C[Si](I)(C)C.[CH:6]([C@H:9]1[CH2:14][CH2:13][C@H:12]([NH:15][C:16]2[C:25]3[C:20](=[CH:21][CH:22]=[CH:23][CH:24]=3)[C:19]([CH2:26][C:27]3[CH:28]=[N:29][C:30]([O:33]C)=[CH:31][CH:32]=3)=[CH:18][N:17]=2)[CH2:11][CH2:10]1)([CH3:8])[CH3:7]. (2) Given the product [CH3:5][CH:4]([O:6][C:7]1[N:12]=[CH:11][C:10]([C:13]2[O:17][N:16]=[C:15]([C:18]3[CH:19]=[CH:20][CH:21]=[C:22]4[C:26]=3[NH:25][CH:24]=[C:23]4[CH2:27][CH2:28][C:29]([OH:31])=[O:30])[N:14]=2)=[CH:9][C:8]=1[O:34][CH3:35])[CH3:3], predict the reactants needed to synthesize it. The reactants are: [OH-].[Na+].[CH3:3][CH:4]([O:6][C:7]1[N:12]=[CH:11][C:10]([C:13]2[O:17][N:16]=[C:15]([C:18]3[CH:19]=[CH:20][CH:21]=[C:22]4[C:26]=3[NH:25][CH:24]=[C:23]4[CH2:27][CH2:28][C:29]([O:31]CC)=[O:30])[N:14]=2)=[CH:9][C:8]=1[O:34][CH3:35])[CH3:5].Cl. (3) The reactants are: [CH3:1][N:2]([CH3:29])[S:3]([N:6]1[CH2:11][CH2:10][N:9]([CH2:12][C:13]2[S:21][C:20]3[C:19]([N:22]4[CH2:27][CH2:26][O:25][CH2:24][CH2:23]4)=[N:18][C:17](Cl)=[N:16][C:15]=3[CH:14]=2)[CH2:8][CH2:7]1)(=[O:5])=[O:4].[CH3:30][O:31][C:32]1[N:37]=[C:36]([O:38][CH3:39])[C:35](B(O)O)=[CH:34][N:33]=1. Given the product [CH3:30][O:31][C:32]1[N:37]=[C:36]([O:38][CH3:39])[C:35]([C:17]2[N:18]=[C:19]([N:22]3[CH2:27][CH2:26][O:25][CH2:24][CH2:23]3)[C:20]3[S:21][C:13]([CH2:12][N:9]4[CH2:10][CH2:11][N:6]([S:3]([N:2]([CH3:29])[CH3:1])(=[O:5])=[O:4])[CH2:7][CH2:8]4)=[CH:14][C:15]=3[N:16]=2)=[CH:34][N:33]=1, predict the reactants needed to synthesize it. (4) Given the product [Cl:8][C:7]1[C:2]([O:41][C:38]2[CH:39]=[C:40]3[C:35](=[CH:36][CH:37]=2)[N:34]=[CH:33][N:32]=[C:31]3[NH:30][C:25]2[CH:26]=[N:27][CH:28]=[CH:29][N:24]=2)=[N:3][CH:4]=[C:5]([O:9][CH2:10][CH:11]([O:15][CH2:16][CH3:17])[O:12][CH2:13][CH3:14])[CH:6]=1, predict the reactants needed to synthesize it. The reactants are: Cl[C:2]1[C:7]([Cl:8])=[CH:6][C:5]([O:9][CH2:10][CH:11]([O:15][CH2:16][CH3:17])[O:12][CH2:13][CH3:14])=[CH:4][N:3]=1.CC(C)([O-])C.[K+].[N:24]1[CH:29]=[CH:28][N:27]=[CH:26][C:25]=1[NH:30][C:31]1[C:40]2[C:35](=[CH:36][CH:37]=[C:38]([OH:41])[CH:39]=2)[N:34]=[CH:33][N:32]=1.[Cl-].[NH4+]. (5) Given the product [Cl:18][C:12]1[C:11]([CH3:19])=[C:10]([C:7]2[CH:6]=[C:5]([CH2:4][CH2:3][NH:2][C:31]([C:29]3[NH:28][N:27]=[C:26]([C:22]4[CH:21]=[N:20][CH:25]=[CH:24][CH:23]=4)[CH:30]=3)=[O:32])[O:9][N:8]=2)[CH:17]=[CH:16][C:13]=1[C:14]#[N:15], predict the reactants needed to synthesize it. The reactants are: Cl.[NH2:2][CH2:3][CH2:4][C:5]1[O:9][N:8]=[C:7]([C:10]2[CH:17]=[CH:16][C:13]([C:14]#[N:15])=[C:12]([Cl:18])[C:11]=2[CH3:19])[CH:6]=1.[N:20]1[CH:25]=[CH:24][CH:23]=[C:22]([C:26]2[CH:30]=[C:29]([C:31](O)=[O:32])[NH:28][N:27]=2)[CH:21]=1.C1C=C2N=NN(O)C2=CC=1.O.CCN(C(C)C)C(C)C.CCN=C=NCCCN(C)C.